From a dataset of Forward reaction prediction with 1.9M reactions from USPTO patents (1976-2016). Predict the product of the given reaction. (1) Given the reactants [CH3:1][O:2][CH2:3][CH:4]([NH:6][C:7]1[C:12]([NH2:13])=[C:11]([C:14]2[CH:19]=[CH:18][C:17]([O:20][CH3:21])=[CH:16][C:15]=2[CH3:22])[CH:10]=[CH:9][N:8]=1)[CH3:5].[C:23](OC)(=[O:27])[C:24]([CH3:26])=O, predict the reaction product. The product is: [CH3:1][O:2][CH2:3][CH:4]([N:6]1[C:23](=[O:27])[C:24]([CH3:26])=[N:13][C:12]2[C:11]([C:14]3[CH:19]=[CH:18][C:17]([O:20][CH3:21])=[CH:16][C:15]=3[CH3:22])=[CH:10][CH:9]=[N:8][C:7]1=2)[CH3:5]. (2) Given the reactants [CH:1]12[N:8]([C:9]([C:11]3[C:16]([O:17][CH3:18])=[CH:15][CH:14]=[CH:13][C:12]=3[O:19][CH3:20])=[O:10])[CH2:7][CH:6]1[CH2:5][CH2:4][NH:3][CH2:2]2.[C:37]1([C:37]2[CH:42]=[CH:41][CH:40]=[CH:39][CH:38]=2)[CH:42]=[CH:41][CH:40]=[CH:39][C:38]=1C(N1C2C(CCNC2)C1)=O, predict the reaction product. The product is: [CH3:18][O:17][C:16]1[CH:15]=[CH:14][CH:13]=[C:12]([O:19][CH3:20])[C:11]=1[C:9]([N:8]1[CH:1]2[CH:6]([CH2:5][CH2:4][N:3]([C:40]3[CH:39]=[C:38]4[C:37](=[CH:42][CH:41]=3)[N:8]=[CH:1][CH:2]=[N:3]4)[CH2:2]2)[CH2:7]1)=[O:10]. (3) The product is: [CH2:5]([N:12]1[CH:16]=[C:15]([C:17]2[CH:22]=[C:21]([F:23])[CH:20]=[CH:19][C:18]=2[F:24])[N:14]=[C:13]1[C@@H:25]([CH:26]1[CH2:31][CH2:30][O:29][CH2:28][CH2:27]1)[N:32]([CH2:33][C@H:34]1[C@@H:38]([F:39])[CH2:37][N:36]([C:40]([O:42][CH2:43][C:44]2[CH:49]=[CH:48][CH:47]=[CH:46][CH:45]=2)=[O:41])[CH2:35]1)[C:1]([NH:57][C@@H:58]([CH3:59])[CH2:60][OH:61])=[O:2])[C:6]1[CH:11]=[CH:10][CH:9]=[CH:8][CH:7]=1. Given the reactants [C:1](Cl)(Cl)=[O:2].[CH2:5]([N:12]1[CH:16]=[C:15]([C:17]2[CH:22]=[C:21]([F:23])[CH:20]=[CH:19][C:18]=2[F:24])[N:14]=[C:13]1[C@H:25]([NH:32][CH2:33][C@H:34]1[C@@H:38]([F:39])[CH2:37][N:36]([C:40]([O:42][CH2:43][C:44]2[CH:49]=[CH:48][CH:47]=[CH:46][CH:45]=2)=[O:41])[CH2:35]1)[CH:26]1[CH2:31][CH2:30][O:29][CH2:28][CH2:27]1)[C:6]1[CH:11]=[CH:10][CH:9]=[CH:8][CH:7]=1.C(N(CC)CC)C.[NH2:57][C@H:58]([CH2:60][OH:61])[CH3:59], predict the reaction product. (4) Given the reactants [F:1][C:2]1[CH:8]=[C:7]([F:9])[CH:6]=[CH:5][C:3]=1[NH2:4].[NH2:10][C:11]1[C:16]([S:17](Cl)(=[O:19])=[O:18])=[CH:15][C:14]([Br:21])=[CH:13][N:12]=1, predict the reaction product. The product is: [NH2:10][C:11]1[C:16]([S:17]([NH:4][C:3]2[CH:5]=[CH:6][C:7]([F:9])=[CH:8][C:2]=2[F:1])(=[O:19])=[O:18])=[CH:15][C:14]([Br:21])=[CH:13][N:12]=1.